Dataset: Catalyst prediction with 721,799 reactions and 888 catalyst types from USPTO. Task: Predict which catalyst facilitates the given reaction. (1) Reactant: CN(C)[CH:3]=[C:4]([CH3:24])[C:5]([C:7]1[CH:12]=[CH:11][C:10]([O:13][C:14]2[C:19]3[CH:20]=[CH:21][O:22][C:18]=3[CH:17]=[CH:16][N:15]=2)=[CH:9][C:8]=1[CH3:23])=O.C(O)C.[C:29]([NH:33][NH2:34])([CH3:32])([CH3:31])[CH3:30].Cl.C(O)(=O)C.FC(F)(F)C(O)=O. Product: [C:29]([N:33]1[C:5]([C:7]2[CH:12]=[CH:11][C:10]([O:13][C:14]3[C:19]4[CH:20]=[CH:21][O:22][C:18]=4[CH:17]=[CH:16][N:15]=3)=[CH:9][C:8]=2[CH3:23])=[C:4]([CH3:24])[CH:3]=[N:34]1)([CH3:32])([CH3:31])[CH3:30]. The catalyst class is: 192. (2) Reactant: [CH3:1][S:2]([C:5]1[CH:10]=[CH:9][C:8]([O:11][CH3:12])=[CH:7][CH:6]=1)(=[O:4])=[O:3].P(Cl)(Cl)(Cl)(Cl)Cl.[Cl:19][S:20](O)(=[O:22])=[O:21]. Product: [CH3:1][S:2]([C:5]1[CH:10]=[CH:9][C:8]([O:11][CH3:12])=[C:7]([S:20]([Cl:19])(=[O:22])=[O:21])[CH:6]=1)(=[O:3])=[O:4]. The catalyst class is: 4. (3) Reactant: [CH2:1]([O:3][C:4]1[CH:9]=[C:8]([CH:10]2[CH2:15][CH2:14][N:13]([CH2:16][CH2:17][S:18]([CH3:21])(=[O:20])=[O:19])[CH2:12][CH2:11]2)[CH:7]=[CH:6][C:5]=1[NH:22]C(=O)C(F)(F)F)[CH3:2].[Li+].[OH-]. Product: [CH2:1]([O:3][C:4]1[CH:9]=[C:8]([CH:10]2[CH2:15][CH2:14][N:13]([CH2:16][CH2:17][S:18]([CH3:21])(=[O:20])=[O:19])[CH2:12][CH2:11]2)[CH:7]=[CH:6][C:5]=1[NH2:22])[CH3:2]. The catalyst class is: 20. (4) Reactant: [Cl:1][C:2]1[CH:3]=[CH:4][C:5]2[N:6]=[CH:7][N:8]=[C:9](OC3CCOCC3)[C:10]=2[N:11]=1.[CH:19]1([NH2:23])[CH2:22][CH2:21][CH2:20]1.CC(C)([O-])C.[Na+]. Product: [Cl:1][C:2]1[CH:3]=[CH:4][C:5]2[N:6]=[CH:7][N:8]=[C:9]([NH:23][CH:19]3[CH2:22][CH2:21][CH2:20]3)[C:10]=2[N:11]=1. The catalyst class is: 12.